Dataset: NCI-60 drug combinations with 297,098 pairs across 59 cell lines. Task: Regression. Given two drug SMILES strings and cell line genomic features, predict the synergy score measuring deviation from expected non-interaction effect. (1) Cell line: HOP-62. Synergy scores: CSS=24.9, Synergy_ZIP=-5.70, Synergy_Bliss=-1.17, Synergy_Loewe=-26.9, Synergy_HSA=-4.08. Drug 1: CCC1(CC2CC(C3=C(CCN(C2)C1)C4=CC=CC=C4N3)(C5=C(C=C6C(=C5)C78CCN9C7C(C=CC9)(C(C(C8N6C)(C(=O)OC)O)OC(=O)C)CC)OC)C(=O)OC)O.OS(=O)(=O)O. Drug 2: CC(C)NC(=O)C1=CC=C(C=C1)CNNC.Cl. (2) Drug 1: CC1OCC2C(O1)C(C(C(O2)OC3C4COC(=O)C4C(C5=CC6=C(C=C35)OCO6)C7=CC(=C(C(=C7)OC)O)OC)O)O. Drug 2: C1C(C(OC1N2C=C(C(=O)NC2=O)F)CO)O. Cell line: IGROV1. Synergy scores: CSS=36.5, Synergy_ZIP=-9.86, Synergy_Bliss=-6.37, Synergy_Loewe=-1.58, Synergy_HSA=0.0752. (3) Drug 1: CN(CCCl)CCCl.Cl. Drug 2: CS(=O)(=O)OCCCCOS(=O)(=O)C. Cell line: NCI-H460. Synergy scores: CSS=39.3, Synergy_ZIP=-2.64, Synergy_Bliss=-0.818, Synergy_Loewe=-17.0, Synergy_HSA=0.0753. (4) Drug 1: CC1=C(C=C(C=C1)NC(=O)C2=CC=C(C=C2)CN3CCN(CC3)C)NC4=NC=CC(=N4)C5=CN=CC=C5. Drug 2: C1=NC2=C(N1)C(=S)N=CN2. Cell line: MCF7. Synergy scores: CSS=26.2, Synergy_ZIP=3.34, Synergy_Bliss=2.07, Synergy_Loewe=-23.1, Synergy_HSA=-0.484. (5) Drug 1: CC1=C(C=C(C=C1)NC2=NC=CC(=N2)N(C)C3=CC4=NN(C(=C4C=C3)C)C)S(=O)(=O)N.Cl. Drug 2: CC1=C(C(CCC1)(C)C)C=CC(=CC=CC(=CC(=O)O)C)C. Cell line: UO-31. Synergy scores: CSS=11.2, Synergy_ZIP=3.13, Synergy_Bliss=5.98, Synergy_Loewe=8.83, Synergy_HSA=8.45. (6) Drug 1: CS(=O)(=O)C1=CC(=C(C=C1)C(=O)NC2=CC(=C(C=C2)Cl)C3=CC=CC=N3)Cl. Drug 2: CCCCC(=O)OCC(=O)C1(CC(C2=C(C1)C(=C3C(=C2O)C(=O)C4=C(C3=O)C=CC=C4OC)O)OC5CC(C(C(O5)C)O)NC(=O)C(F)(F)F)O. Cell line: EKVX. Synergy scores: CSS=4.08, Synergy_ZIP=-3.08, Synergy_Bliss=-5.09, Synergy_Loewe=-2.50, Synergy_HSA=-3.71.